Dataset: Full USPTO retrosynthesis dataset with 1.9M reactions from patents (1976-2016). Task: Predict the reactants needed to synthesize the given product. (1) Given the product [Cl:31][C:15]1[CH:20]=[CH:19][C:18]([NH:21][C:22](=[O:28])[O:23][C:24]([CH3:27])([CH3:26])[CH3:25])=[C:17]([CH:6]([OH:7])[C:5]2[CH:8]=[CH:9][CH:10]=[C:3]([O:2][CH3:1])[C:4]=2[CH3:11])[CH:16]=1, predict the reactants needed to synthesize it. The reactants are: [CH3:1][O:2][C:3]1[C:4]([CH3:11])=[C:5]([CH:8]=[CH:9][CH:10]=1)[CH:6]=[O:7].[Li].FC(F)(F)[C:15]1[CH:20]=[CH:19][C:18]([NH:21][C:22](=[O:28])[O:23][C:24]([CH3:27])([CH3:26])[CH3:25])=[CH:17][CH:16]=1.[Cl-:31].[NH4+]. (2) Given the product [NH:7]1[C:15]2[C:10](=[CH:11][CH:12]=[CH:13][CH:14]=2)[C:9]([C:16]2[C:17](=[O:18])[NH:19][C:30](=[O:31])[C:29]=2[C:22]2[C:23]3[C:28](=[CH:27][CH:26]=[CH:25][CH:24]=3)[NH:20][CH:21]=2)=[CH:8]1, predict the reactants needed to synthesize it. The reactants are: CC(C)([O-])C.[K+].[NH:7]1[C:15]2[C:10](=[CH:11][CH:12]=[CH:13][CH:14]=2)[C:9]([CH2:16][C:17]([NH2:19])=[O:18])=[CH:8]1.[NH:20]1[C:28]2[C:23](=[CH:24][CH:25]=[CH:26][CH:27]=2)[C:22]([C:29](=O)[C:30](OC)=[O:31])=[CH:21]1.Cl. (3) Given the product [Cl:2][C:3]1[C:4]([CH3:19])=[CH:5][C:6]2[NH:10][C:9](=[O:11])[N:8]([CH:12]3[CH2:13][CH2:14][N:15]([CH:23]4[CH2:24][CH2:25][O:20][CH2:21][CH2:22]4)[CH2:16][CH2:17]3)[C:7]=2[CH:18]=1, predict the reactants needed to synthesize it. The reactants are: Cl.[Cl:2][C:3]1[C:4]([CH3:19])=[CH:5][C:6]2[NH:10][C:9](=[O:11])[N:8]([CH:12]3[CH2:17][CH2:16][NH:15][CH2:14][CH2:13]3)[C:7]=2[CH:18]=1.[O:20]1[CH2:25][CH2:24][C:23](=O)[CH2:22][CH2:21]1.[BH3-]C#N.[Na+]. (4) Given the product [Br:1][C:2]1[CH:7]=[CH:6][C:5]([CH2:8][N:12]2[C@H:13]([CH3:17])[CH2:14][CH2:15][CH2:16][C@@H:11]2[CH3:10])=[CH:4][CH:3]=1, predict the reactants needed to synthesize it. The reactants are: [Br:1][C:2]1[CH:7]=[CH:6][C:5]([CH2:8]Br)=[CH:4][CH:3]=1.[CH3:10][C@H:11]1[CH2:16][CH2:15][CH2:14][C@@H:13]([CH3:17])[NH:12]1.C(=O)([O-])[O-].[K+].[K+].